From a dataset of Forward reaction prediction with 1.9M reactions from USPTO patents (1976-2016). Predict the product of the given reaction. (1) The product is: [CH3:16][O:15][C:12]1[CH:13]=[C:14]2[C:9](=[CH:10][CH:11]=1)[N:8]([S:17]([C:20]1[CH:21]=[CH:22][C:23]([O:26][CH3:27])=[CH:24][CH:25]=1)(=[O:19])=[O:18])[CH:7]=[C:6]2[CH2:5][CH2:4][C:3]([OH:28])=[O:2]. Given the reactants C[O:2][C:3](=[O:28])[CH2:4][CH2:5][C:6]1[C:14]2[C:9](=[CH:10][CH:11]=[C:12]([O:15][CH3:16])[CH:13]=2)[N:8]([S:17]([C:20]2[CH:25]=[CH:24][C:23]([O:26][CH3:27])=[CH:22][CH:21]=2)(=[O:19])=[O:18])[CH:7]=1.[OH-].[K+], predict the reaction product. (2) Given the reactants [CH:1]1([S:4]([C:7]2[CH:12]=[CH:11][C:10]([CH:13]([C:21](=[O:25])[CH:22]=[CH:23][CH3:24])[CH2:14][CH:15]3[CH2:20][CH2:19][O:18][CH2:17][CH2:16]3)=[CH:9][CH:8]=2)(=[O:6])=[O:5])[CH2:3][CH2:2]1.C(O)C.O1CCCC1.[N:34]1[CH:39]=[CH:38][CH:37]=[CH:36][C:35]=1[CH:40]=[O:41], predict the reaction product. The product is: [CH:1]1([S:4]([C:7]2[CH:8]=[CH:9][C:10]([CH:13]([CH2:14][CH:15]3[CH2:20][CH2:19][O:18][CH2:17][CH2:16]3)[C:21](=[O:25])[CH2:22][CH:23]([CH3:24])[C:40]([C:35]3[CH:36]=[CH:37][CH:38]=[CH:39][N:34]=3)=[O:41])=[CH:11][CH:12]=2)(=[O:6])=[O:5])[CH2:2][CH2:3]1.